Dataset: Peptide-MHC class I binding affinity with 185,985 pairs from IEDB/IMGT. Task: Regression. Given a peptide amino acid sequence and an MHC pseudo amino acid sequence, predict their binding affinity value. This is MHC class I binding data. (1) The peptide sequence is PIPYSRVNHA. The MHC is HLA-A68:02 with pseudo-sequence HLA-A68:02. The binding affinity (normalized) is 0.00329. (2) The peptide sequence is VLTILYYGA. The MHC is HLA-A02:06 with pseudo-sequence HLA-A02:06. The binding affinity (normalized) is 0.192. (3) The peptide sequence is GHGTVVLEL. The MHC is HLA-A02:19 with pseudo-sequence HLA-A02:19. The binding affinity (normalized) is 0.0847.